From a dataset of Reaction yield outcomes from USPTO patents with 853,638 reactions. Predict the reaction yield, written as a fraction of the theoretical maximum amount of product (1.0 means a 100% yield; for example, 0.34 means a 34% yield). (1) The reactants are [CH3:1][C:2]1[C:7]([C:8]([OH:10])=[O:9])=[CH:6][N:5]=[CH:4][CH:3]=1. The catalyst is CC(O)=O.[Pt](=O)=O. The product is [C:8]([OH:10])(=[O:9])[CH3:7].[CH3:1][CH:2]1[CH2:3][CH2:4][NH:5][CH2:6][CH:7]1[C:8]([OH:10])=[O:9]. The yield is 0.980. (2) The reactants are [C:1]([C:3]1[CH:8]=[CH:7][C:6]([NH:9][C:10](=[O:40])[CH2:11][O:12][C:13]2[CH:18]=[CH:17][C:16]([C:19]3[N:27](COCC[Si](C)(C)C)[C:26]4[C:25](=[O:36])[N:24]([CH2:37][CH2:38][CH3:39])[CH:23]=[N:22][C:21]=4[N:20]=3)=[CH:15][CH:14]=2)=[CH:5][CH:4]=1)#[N:2]. The catalyst is C(Cl)Cl.C(O)(C(F)(F)F)=O. The product is [C:1]([C:3]1[CH:8]=[CH:7][C:6]([NH:9][C:10](=[O:40])[CH2:11][O:12][C:13]2[CH:14]=[CH:15][C:16]([C:19]3[NH:27][C:26]4[C:25](=[O:36])[N:24]([CH2:37][CH2:38][CH3:39])[CH:23]=[N:22][C:21]=4[N:20]=3)=[CH:17][CH:18]=2)=[CH:5][CH:4]=1)#[N:2]. The yield is 0.580. (3) The reactants are [F:1][C:2]([F:15])([C:9]1[CH:14]=[CH:13][CH:12]=[CH:11][CH:10]=1)[CH2:3][O:4][CH2:5][CH2:6][CH:7]=[O:8].[C:16]1(CCCCOCCC(O)CCC=C)[CH:21]=CC=[CH:18][CH:17]=1. No catalyst specified. The product is [F:1][C:2]([F:15])([C:9]1[CH:14]=[CH:13][CH:12]=[CH:11][CH:10]=1)[CH2:3][O:4][CH2:5][CH2:6][CH:7]([OH:8])[CH2:18][CH2:17][CH:16]=[CH2:21]. The yield is 0.530.